From a dataset of Full USPTO retrosynthesis dataset with 1.9M reactions from patents (1976-2016). Predict the reactants needed to synthesize the given product. (1) Given the product [OH:27][C:12]1([C:10]#[C:11]/[C:2](/[CH3:9])=[CH:3]\[C:4]([O:6][CH2:7][CH3:8])=[O:5])[C:24]2([CH3:25])[CH:22]([CH2:23]2)[C:15]2([O:16][CH:17]([CH3:21])[CH:18]([CH3:20])[O:19]2)[CH:14]=[C:13]1[CH3:26], predict the reactants needed to synthesize it. The reactants are: I/[C:2](/[CH3:9])=[CH:3]\[C:4]([O:6][CH2:7][CH3:8])=[O:5].[C:10]([C:12]1([OH:27])[C:24]2([CH3:25])[CH:22]([CH2:23]2)[C:15]2([O:19][CH:18]([CH3:20])[CH:17]([CH3:21])[O:16]2)[CH:14]=[C:13]1[CH3:26])#[CH:11].C(NC(C)C)(C)C.OC1(OC(=O)C=C(C)C#C)C2(C)C(C2)C2(OC(C)C(C)O2)C=C1C. (2) The reactants are: [NH2:1][C:2]1[C:3]([N:15]2[CH2:20][CH2:19][CH:18]([C:21]([O:23][CH3:24])=[O:22])[CH2:17][CH2:16]2)=[N:4][CH:5]=[C:6]([C:8]2[O:9][C:10]([CH2:13][CH3:14])=[CH:11][N:12]=2)[CH:7]=1.CCN(C(C)C)C(C)C.[C:34](Cl)(=[O:36])[CH3:35]. Given the product [C:34]([NH:1][C:2]1[C:3]([N:15]2[CH2:16][CH2:17][CH:18]([C:21]([O:23][CH3:24])=[O:22])[CH2:19][CH2:20]2)=[N:4][CH:5]=[C:6]([C:8]2[O:9][C:10]([CH2:13][CH3:14])=[CH:11][N:12]=2)[CH:7]=1)(=[O:36])[CH3:35], predict the reactants needed to synthesize it. (3) Given the product [CH3:1][N:2]([CH3:15])[CH2:3][CH2:4][N:5]1[C:9]2=[N:10][CH:11]=[CH:12][CH:13]=[C:8]2[N:7]([S:23]([C:19]2[CH:20]=[CH:21][CH:22]=[C:17]([F:16])[CH:18]=2)(=[O:25])=[O:24])[C:6]1=[O:14], predict the reactants needed to synthesize it. The reactants are: [CH3:1][N:2]([CH3:15])[CH2:3][CH2:4][N:5]1[C:9]2=[N:10][CH:11]=[CH:12][CH:13]=[C:8]2[NH:7][C:6]1=[O:14].[F:16][C:17]1[CH:18]=[C:19]([S:23](Cl)(=[O:25])=[O:24])[CH:20]=[CH:21][CH:22]=1.C(N(C(C)C)CC)(C)C. (4) The reactants are: P(Cl)(Cl)(Cl)=O.[F:6][C:7]([F:18])([F:17])[C:8]1[CH:9]=[C:10]2[C:14](=[CH:15][CH:16]=1)[NH:13][CH:12]=[CH:11]2.[OH-].[Na+].CN([CH:24]=[O:25])C. Given the product [F:18][C:7]([F:6])([F:17])[C:8]1[CH:9]=[C:10]2[C:14](=[CH:15][CH:16]=1)[NH:13][CH:12]=[C:11]2[CH:24]=[O:25], predict the reactants needed to synthesize it. (5) Given the product [Br:1][C:2]1[N:7]=[C:6]([CH2:8][NH:9][CH:10]=[O:11])[CH:5]=[CH:4][CH:3]=1, predict the reactants needed to synthesize it. The reactants are: [Br:1][C:2]1[N:7]=[C:6]([CH2:8][N:9](CC2C=CC(OC)=CC=2OC)[CH:10]=[O:11])[CH:5]=[CH:4][CH:3]=1.C1(OC)C=CC=CC=1. (6) Given the product [C:32]([O:14][C@H:13]1[C@@H:12]([CH2:15][O:16][Si:17]([C:20]([CH3:22])([CH3:23])[CH3:21])([CH3:18])[CH3:19])[O:11][C@@H:10]([N:24]2[CH:31]=[CH:30][C:28](=[O:29])[NH:27][C:25]2=[O:26])[C@@H:9]1[O:8][Si:1]([C:4]([CH3:5])([CH3:6])[CH3:7])([CH3:2])[CH3:3])(=[O:34])[CH3:33], predict the reactants needed to synthesize it. The reactants are: [Si:1]([O:8][C@@H:9]1[C@@H:13]([OH:14])[C@@H:12]([CH2:15][O:16][Si:17]([C:20]([CH3:23])([CH3:22])[CH3:21])([CH3:19])[CH3:18])[O:11][C@H:10]1[N:24]1[CH:31]=[CH:30][C:28](=[O:29])[NH:27][C:25]1=[O:26])([C:4]([CH3:7])([CH3:6])[CH3:5])([CH3:3])[CH3:2].[C:32](OC(=O)C)(=[O:34])[CH3:33].O. (7) Given the product [Cl:1][C:2]1[CH:3]=[C:4]([CH:20]=[CH:21][C:22]=1[Cl:23])[CH2:5][C:6]1[N:7]=[C:8]([N:14]2[CH2:15][CH2:16][O:17][CH2:18][CH2:19]2)[S:9][C:10]=1[C:11]([NH:53][O:52][CH:47]1[CH2:48][CH2:49][CH2:50][CH2:51][O:46]1)=[O:12], predict the reactants needed to synthesize it. The reactants are: [Cl:1][C:2]1[CH:3]=[C:4]([CH:20]=[CH:21][C:22]=1[Cl:23])[CH2:5][C:6]1[N:7]=[C:8]([N:14]2[CH2:19][CH2:18][O:17][CH2:16][CH2:15]2)[S:9][C:10]=1[C:11](O)=[O:12].Cl.CN(C)CCCN=C=NCC.ON1C2C=CC=CC=2N=N1.[O:46]1[CH2:51][CH2:50][CH2:49][CH2:48][CH:47]1[O:52][NH2:53]. (8) Given the product [F:49][C:12]([F:11])([F:48])[C:13]1[CH:14]=[C:15]([C:23]([CH3:46])([CH3:47])[C:24]([N:26]([C:28]2[CH:29]=[N:30][C:31]([NH:41][CH2:42][C:43](=[O:45])[CH3:44])=[CH:32][C:33]=2[C:34]2[CH:39]=[CH:38][CH:37]=[CH:36][C:35]=2[Cl:40])[CH3:27])=[O:25])[CH:16]=[C:17]([C:19]([F:22])([F:21])[F:20])[CH:18]=1, predict the reactants needed to synthesize it. The reactants are: C(Cl)(=O)C(Cl)=O.CS(C)=O.[F:11][C:12]([F:49])([F:48])[C:13]1[CH:14]=[C:15]([C:23]([CH3:47])([CH3:46])[C:24]([N:26]([C:28]2[CH:29]=[N:30][C:31]([NH:41][CH2:42][CH:43]([OH:45])[CH3:44])=[CH:32][C:33]=2[C:34]2[CH:39]=[CH:38][CH:37]=[CH:36][C:35]=2[Cl:40])[CH3:27])=[O:25])[CH:16]=[C:17]([C:19]([F:22])([F:21])[F:20])[CH:18]=1.C(N(C(C)C)C(C)C)C. (9) Given the product [CH3:3][C:4]1([CH3:16])[C:5]([C:11]([O:13][CH2:14][CH3:15])=[O:12])=[C:6]([O:10][S:19]([C:18]([F:31])([F:30])[F:17])(=[O:21])=[O:20])[CH2:7][CH2:8][CH2:9]1, predict the reactants needed to synthesize it. The reactants are: [H-].[Na+].[CH3:3][C:4]1([CH3:16])[CH2:9][CH2:8][CH2:7][C:6](=[O:10])[CH:5]1[C:11]([O:13][CH2:14][CH3:15])=[O:12].[F:17][C:18]([F:31])([F:30])[S:19](O[S:19]([C:18]([F:31])([F:30])[F:17])(=[O:21])=[O:20])(=[O:21])=[O:20].[Cl-].[NH4+]. (10) Given the product [C:26]([C:2]1[CH:7]=[C:6]([C:8]2[CH2:14][C:13](=[O:15])[NH:12][C:11]3[CH:16]=[C:17]([C:20]([NH:22][CH2:23][CH2:24][CH3:25])=[O:21])[CH:18]=[CH:19][C:10]=3[N:9]=2)[CH:5]=[CH:4][N:3]=1)#[N:27], predict the reactants needed to synthesize it. The reactants are: Cl[C:2]1[CH:7]=[C:6]([C:8]2[CH2:14][C:13](=[O:15])[NH:12][C:11]3[CH:16]=[C:17]([C:20]([NH:22][CH2:23][C:24]#[CH:25])=[O:21])[CH:18]=[CH:19][C:10]=3[N:9]=2)[CH:5]=[CH:4][N:3]=1.[C:26](C1C=C(C2CC(=O)NC3C=C(C(NCC#C)=O)C=CC=3N=2)C=CN=1)#[N:27].C(C1C=C(C2CC(=O)NC3C=C(B(O)O)C=CC=3N=2)C=CC=1)#N.C(C1C=C(C2CC(=O)NC3C=C(C(=N)N)C=CC=3N=2)C=CC=1)#N.C(C1C=C(C2CC(=O)NC3C=C(C(=N)NC(=O)C)C=CC=3N=2)C=CC=1)#N.O=C1NC2C=C(C(N)=O)C=CC=2N=C(C2C=CN=NC=2)C1.O=C1NC2C=C(C(NCCC)=O)C=CC=2N=C(C2C=CN=NC=2)C1.C(NC(C1C=CC2N=C(C3C=CN=NC=3)CC(=O)NC=2C=1)=O)C=C.